This data is from Forward reaction prediction with 1.9M reactions from USPTO patents (1976-2016). The task is: Predict the product of the given reaction. (1) Given the reactants [Cl:1][C:2]1[CH:7]=[CH:6][C:5]([CH:8]([C:14]2[S:15][CH:16]=[CH:17][CH:18]=2)[N:9]2[CH2:12][CH:11]([OH:13])[CH2:10]2)=[CH:4][CH:3]=1.ClCCl.CS(C)=O.C(Cl)(=O)C(Cl)=O, predict the reaction product. The product is: [Cl:1][C:2]1[CH:3]=[CH:4][C:5]([CH:8]([C:14]2[S:15][CH:16]=[CH:17][CH:18]=2)[N:9]2[CH2:10][C:11](=[O:13])[CH2:12]2)=[CH:6][CH:7]=1. (2) The product is: [NH2:22][C:10]1[C:9]2[N:8]([CH3:25])[C:7]3[C:16](=[C:3]([O:2][CH3:1])[CH:4]=[C:5]4[O:29][C:28]([CH3:30])([CH3:31])[CH:27]=[CH:26][C:6]4=3)[C:15](=[O:17])[C:14]=2[CH:13]=[C:12]2[CH:18]=[CH:19][CH:20]=[CH:21][C:11]=12. Given the reactants [CH3:1][O:2][C:3]1[CH:4]=[C:5]2[O:29][C:28]([CH3:31])([CH3:30])[CH:27]=[CH:26][C:6]2=[C:7]2[C:16]=1[C:15](=[O:17])[C:14]1[CH:13]=[C:12]3[CH:18]=[CH:19][CH:20]=[CH:21][C:11]3=[C:10]([N+:22]([O-])=O)[C:9]=1[N:8]2[CH3:25].O, predict the reaction product. (3) Given the reactants C(OC([N:8]1[CH2:13][CH2:12][N:11]([C:14]2[CH:19]=[CH:18][CH:17]=[CH:16][C:15]=2[C:20](=[O:28])[NH:21][C:22]2[CH:27]=[CH:26][CH:25]=[CH:24][CH:23]=2)[CH2:10][CH2:9]1)=O)(C)(C)C.[C:29](O)([C:31]([F:34])([F:33])[F:32])=[O:30], predict the reaction product. The product is: [F:32][C:31]([F:34])([F:33])[C:29]([NH2:8])=[O:30].[C:22]1([NH:21][C:20](=[O:28])[C:15]2[CH:16]=[CH:17][CH:18]=[CH:19][C:14]=2[N:11]2[CH2:10][CH2:9][NH:8][CH2:13][CH2:12]2)[CH:23]=[CH:24][CH:25]=[CH:26][CH:27]=1. (4) The product is: [B:1]([OH:28])([OH:27])[C@@H:2]([NH:7][C:8]([C@@H:10]([NH:18][C:19]([C:21]1[CH:22]=[N:23][CH:24]=[CH:25][N:26]=1)=[O:20])[CH2:11][C:12]1[CH:17]=[CH:16][CH:15]=[CH:14][CH:13]=1)=[O:9])[CH2:3][CH:4]([CH3:6])[CH3:5].[C:29]([CH:32]([CH:34]([C:36]([O-:38])=[O:37])[OH:35])[OH:33])([O-:31])=[O:30]. Given the reactants [B:1]([OH:28])([OH:27])[C@@H:2]([NH:7][C:8]([C@@H:10]([NH:18][C:19]([C:21]1[CH:22]=[N:23][CH:24]=[CH:25][N:26]=1)=[O:20])[CH2:11][C:12]1[CH:13]=[CH:14][CH:15]=[CH:16][CH:17]=1)=[O:9])[CH2:3][CH:4]([CH3:6])[CH3:5].[C:29]([C@H:32]([C@@H:34]([C:36]([O-:38])=[O:37])[OH:35])[OH:33])([O-:31])=[O:30], predict the reaction product.